Dataset: NCI-60 drug combinations with 297,098 pairs across 59 cell lines. Task: Regression. Given two drug SMILES strings and cell line genomic features, predict the synergy score measuring deviation from expected non-interaction effect. (1) Drug 1: CC12CCC(CC1=CCC3C2CCC4(C3CC=C4C5=CN=CC=C5)C)O. Drug 2: CC1=C(C(=O)C2=C(C1=O)N3CC4C(C3(C2COC(=O)N)OC)N4)N. Cell line: HCT-15. Synergy scores: CSS=39.5, Synergy_ZIP=-1.54, Synergy_Bliss=3.17, Synergy_Loewe=-15.8, Synergy_HSA=2.82. (2) Drug 1: CN1CCC(CC1)COC2=C(C=C3C(=C2)N=CN=C3NC4=C(C=C(C=C4)Br)F)OC. Drug 2: C1CN(CCN1C(=O)CCBr)C(=O)CCBr. Cell line: EKVX. Synergy scores: CSS=22.6, Synergy_ZIP=-1.73, Synergy_Bliss=1.20, Synergy_Loewe=-18.7, Synergy_HSA=2.64. (3) Drug 1: CS(=O)(=O)C1=CC(=C(C=C1)C(=O)NC2=CC(=C(C=C2)Cl)C3=CC=CC=N3)Cl. Drug 2: C#CCC(CC1=CN=C2C(=N1)C(=NC(=N2)N)N)C3=CC=C(C=C3)C(=O)NC(CCC(=O)O)C(=O)O. Cell line: SW-620. Synergy scores: CSS=-2.16, Synergy_ZIP=-0.550, Synergy_Bliss=-2.41, Synergy_Loewe=-100, Synergy_HSA=-4.88.